This data is from Reaction yield outcomes from USPTO patents with 853,638 reactions. The task is: Predict the reaction yield, written as a fraction of the theoretical maximum amount of product (1.0 means a 100% yield; for example, 0.34 means a 34% yield). (1) The reactants are N1(O[C:11]([CH:13]=[CH:14][C:15]2[CH:24]=[CH:23][C:18]([C:19]([O:21][CH3:22])=[O:20])=[CH:17][CH:16]=2)=[O:12])C2C=CC=CC=2N=N1.CCN(CC)CC.[CH3:32][O:33][C:34]1[CH:35]=[C:36]([CH:38]=[C:39]([O:43][CH3:44])[C:40]=1[O:41][CH3:42])[NH2:37]. The catalyst is C(Cl)Cl. The product is [CH3:44][O:43][C:39]1[CH:38]=[C:36]([NH:37][C:11]([CH:13]=[CH:14][C:15]2[CH:16]=[CH:17][C:18]([C:19]([O:21][CH3:22])=[O:20])=[CH:23][CH:24]=2)=[O:12])[CH:35]=[C:34]([O:33][CH3:32])[C:40]=1[O:41][CH3:42]. The yield is 0.750. (2) The reactants are [Br:1][CH2:2][CH2:3][N:4]1[C:8]([C:9](OC)=[O:10])=[CH:7][C:6]([N+:13]([O-:15])=[O:14])=[N:5]1.[BH4-].[Li+].C(OCC)(=O)C.O. The catalyst is O1CCCC1. The product is [Br:1][CH2:2][CH2:3][N:4]1[C:8]([CH2:9][OH:10])=[CH:7][C:6]([N+:13]([O-:15])=[O:14])=[N:5]1. The yield is 0.350. (3) The reactants are F[C:2]1[CH:9]=[C:8]([F:10])[CH:7]=[C:6]([F:11])[C:3]=1[C:4]#[N:5].[CH3:12][C:13]1([CH3:21])[O:17][C@H:16]([CH2:18][CH2:19][OH:20])[CH2:15][O:14]1.[H-].[Na+].O. The catalyst is C1COCC1. The product is [CH3:12][C:13]1([CH3:21])[O:17][C@H:16]([CH2:18][CH2:19][O:20][C:2]2[CH:9]=[C:8]([F:10])[CH:7]=[C:6]([F:11])[C:3]=2[C:4]#[N:5])[CH2:15][O:14]1. The yield is 0.578. (4) The reactants are [C:1]([CH:3]([CH:6]1[CH2:11][CH2:10][N:9]([C:12]([O:14][C:15]([CH3:18])([CH3:17])[CH3:16])=[O:13])[CH2:8][CH2:7]1)[CH:4]=O)#[N:2].[O:19]([C:26]1[CH:31]=[CH:30][C:29]([NH:32][CH2:33][C:34]#[N:35])=[CH:28][CH:27]=1)[C:20]1[CH:25]=[CH:24][CH:23]=[CH:22][CH:21]=1.CC1C=CC(S(O)(=O)=O)=CC=1.O. The catalyst is C1(C)C=CC=CC=1. The product is [C:1]([C:3]([CH:6]1[CH2:11][CH2:10][N:9]([C:12]([O:14][C:15]([CH3:18])([CH3:17])[CH3:16])=[O:13])[CH2:8][CH2:7]1)=[CH:4][N:32]([CH2:33][C:34]#[N:35])[C:29]1[CH:28]=[CH:27][C:26]([O:19][C:20]2[CH:25]=[CH:24][CH:23]=[CH:22][CH:21]=2)=[CH:31][CH:30]=1)#[N:2]. The yield is 0.630. (5) The reactants are [Cl:1][C:2]1[N:10]=[C:9]2[C:5]([N:6]=[CH:7][N:8]2[CH3:11])=[C:4]([N:12]2[CH2:17][CH2:16][O:15][CH2:14][CH2:13]2)[N:3]=1.CN(CCN(C)C)C.[Li]CCCC.[C:31]([O:35][C:36]([N:38]1[CH2:43][CH2:42][C:41](=[O:44])[CH2:40][CH2:39]1)=[O:37])([CH3:34])([CH3:33])[CH3:32]. The catalyst is C1COCC1. The product is [C:31]([O:35][C:36]([N:38]1[CH2:43][CH2:42][C:41]([C:7]2[N:8]([CH3:11])[C:9]3[C:5]([N:6]=2)=[C:4]([N:12]2[CH2:17][CH2:16][O:15][CH2:14][CH2:13]2)[N:3]=[C:2]([Cl:1])[N:10]=3)([OH:44])[CH2:40][CH2:39]1)=[O:37])([CH3:34])([CH3:32])[CH3:33]. The yield is 0.710. (6) The reactants are [CH3:1][CH2:2][N:3]([CH2:6][CH3:7])[CH2:4][CH3:5].[C:8]1([C:14]2C(C=O)=[N:16][NH:17][N:18]=2)[CH:13]=[CH:12][CH:11]=[CH:10][CH:9]=1.C([BH3-])#N.[Na+].[CH3:25][OH:26]. No catalyst specified. The product is [C:8]1([C:14]2[C:1]([CH2:2][N:3]3[CH2:6][CH2:7][C:10]4[C:5](=[C:25]([OH:26])[CH:13]=[CH:8][CH:9]=4)[CH2:4]3)=[N:16][NH:17][N:18]=2)[CH:9]=[CH:10][CH:11]=[CH:12][CH:13]=1. The yield is 0.100.